From a dataset of Reaction yield outcomes from USPTO patents with 853,638 reactions. Predict the reaction yield, written as a fraction of the theoretical maximum amount of product (1.0 means a 100% yield; for example, 0.34 means a 34% yield). The reactants are C([O:8][C@H:9]1[CH2:13][CH2:12][CH2:11][C@@H:10]1[NH:14][C:15]1[CH:23]=[C:22]([N:24]2[C:32]3[CH2:31][C:30]([CH3:34])([CH3:33])[CH2:29][C:28](=[O:35])[C:27]=3[C:26]([C:36]([F:39])([F:38])[F:37])=[N:25]2)[CH:21]=[CH:20][C:16]=1[C:17]([NH2:19])=[O:18])C1C=CC=CC=1. The catalyst is CO.[Pd]. The product is [CH3:33][C:30]1([CH3:34])[CH2:31][C:32]2[N:24]([C:22]3[CH:21]=[CH:20][C:16]([C:17]([NH2:19])=[O:18])=[C:15]([NH:14][C@H:10]4[CH2:11][CH2:12][CH2:13][C@@H:9]4[OH:8])[CH:23]=3)[N:25]=[C:26]([C:36]([F:38])([F:39])[F:37])[C:27]=2[C:28](=[O:35])[CH2:29]1. The yield is 0.900.